Dataset: Reaction yield outcomes from USPTO patents with 853,638 reactions. Task: Predict the reaction yield, written as a fraction of the theoretical maximum amount of product (1.0 means a 100% yield; for example, 0.34 means a 34% yield). (1) The reactants are [H-].[Na+].[CH2:3]1[CH2:7][O:6][CH2:5][CH2:4]1.[O:8]1[CH2:12][CH2:11][CH:10]([CH:13]=O)[CH2:9]1.CN(C=[O:19])C. The catalyst is O. The product is [O:6]1[CH2:7][CH2:3][CH:4](/[CH:13]=[CH:10]/[C:9]([O:8][CH2:12][CH3:11])=[O:19])[CH2:5]1. The yield is 0.520. (2) The catalyst is C1C=CC(P(C2C=CC=CC=2)[C-]2C=CC=C2)=CC=1.C1C=CC(P(C2C=CC=CC=2)[C-]2C=CC=C2)=CC=1.Cl[Pd]Cl.[Fe+2].C(Cl)Cl. The yield is 0.430. The reactants are Br[C:2]1[N:7]=[C:6]([C:8]([OH:10])=[O:9])[CH:5]=[CH:4][C:3]=1[F:11].[F:12][C:13]1[CH:18]=[CH:17][CH:16]=[CH:15][C:14]=1B(O)O. The product is [F:11][C:3]1[CH:4]=[CH:5][C:6]([C:8]([OH:10])=[O:9])=[N:7][C:2]=1[C:14]1[CH:15]=[CH:16][CH:17]=[CH:18][C:13]=1[F:12]. (3) The reactants are [Cl:1][C:2]1[CH:3]=[C:4]([C@:8]([C@@H:16]2[CH2:21][CH2:20][CH2:19][N:18](C(OC(C)(C)C)=O)[CH2:17]2)([OH:15])[CH2:9][O:10][CH2:11][CH2:12][O:13][CH3:14])[CH:5]=[CH:6][CH:7]=1. The catalyst is C(O)(C(F)(F)F)=O.C(Cl)Cl. The product is [Cl:1][C:2]1[CH:3]=[C:4]([C@:8]([C@@H:16]2[CH2:21][CH2:20][CH2:19][NH:18][CH2:17]2)([OH:15])[CH2:9][O:10][CH2:11][CH2:12][O:13][CH3:14])[CH:5]=[CH:6][CH:7]=1. The yield is 1.00.